From a dataset of NCI-60 drug combinations with 297,098 pairs across 59 cell lines. Regression. Given two drug SMILES strings and cell line genomic features, predict the synergy score measuring deviation from expected non-interaction effect. (1) Drug 1: C1=C(C(=O)NC(=O)N1)F. Drug 2: CC1C(C(=O)NC(C(=O)N2CCCC2C(=O)N(CC(=O)N(C(C(=O)O1)C(C)C)C)C)C(C)C)NC(=O)C3=C4C(=C(C=C3)C)OC5=C(C(=O)C(=C(C5=N4)C(=O)NC6C(OC(=O)C(N(C(=O)CN(C(=O)C7CCCN7C(=O)C(NC6=O)C(C)C)C)C)C(C)C)C)N)C. Cell line: U251. Synergy scores: CSS=41.7, Synergy_ZIP=-1.66, Synergy_Bliss=-4.48, Synergy_Loewe=-4.12, Synergy_HSA=-4.12. (2) Drug 1: COC1=C(C=C2C(=C1)N=CN=C2NC3=CC(=C(C=C3)F)Cl)OCCCN4CCOCC4. Drug 2: CC(C)(C#N)C1=CC(=CC(=C1)CN2C=NC=N2)C(C)(C)C#N. Cell line: HT29. Synergy scores: CSS=27.9, Synergy_ZIP=-0.836, Synergy_Bliss=3.49, Synergy_Loewe=3.24, Synergy_HSA=2.45. (3) Drug 1: C1CN1P(=S)(N2CC2)N3CC3. Drug 2: C1=NC2=C(N=C(N=C2N1C3C(C(C(O3)CO)O)F)Cl)N. Cell line: MDA-MB-435. Synergy scores: CSS=6.96, Synergy_ZIP=-2.41, Synergy_Bliss=2.54, Synergy_Loewe=-3.37, Synergy_HSA=1.71. (4) Drug 1: CC1=CC=C(C=C1)C2=CC(=NN2C3=CC=C(C=C3)S(=O)(=O)N)C(F)(F)F. Drug 2: CC(C)NC(=O)C1=CC=C(C=C1)CNNC.Cl. Cell line: SK-MEL-28. Synergy scores: CSS=-1.54, Synergy_ZIP=2.63, Synergy_Bliss=1.44, Synergy_Loewe=0.347, Synergy_HSA=-2.83.